From a dataset of Peptide-MHC class I binding affinity with 185,985 pairs from IEDB/IMGT. Regression. Given a peptide amino acid sequence and an MHC pseudo amino acid sequence, predict their binding affinity value. This is MHC class I binding data. (1) The peptide sequence is MMFDAMGAL. The MHC is HLA-A02:12 with pseudo-sequence HLA-A02:12. The binding affinity (normalized) is 0.936. (2) The peptide sequence is GEGSGARLL. The MHC is HLA-B15:09 with pseudo-sequence HLA-B15:09. The binding affinity (normalized) is 0.0847. (3) The peptide sequence is VYEPGKRRWL. The MHC is Mamu-B17 with pseudo-sequence Mamu-B17. The binding affinity (normalized) is 0. (4) The peptide sequence is LYIIKLVFLW. The MHC is Patr-A0701 with pseudo-sequence Patr-A0701. The binding affinity (normalized) is 0. (5) The peptide sequence is AQIGIFAPV. The MHC is BoLA-D18.4 with pseudo-sequence BoLA-D18.4. The binding affinity (normalized) is 0.514. (6) The MHC is HLA-A02:02 with pseudo-sequence HLA-A02:02. The binding affinity (normalized) is 0.322. The peptide sequence is ELKDLLNVT.